Dataset: Full USPTO retrosynthesis dataset with 1.9M reactions from patents (1976-2016). Task: Predict the reactants needed to synthesize the given product. (1) Given the product [CH2:44]([C:41]1[NH:42][N:43]=[C:39]([NH:38][C:35](=[O:36])[CH2:34][C:31]2[CH:30]=[CH:29][C:28]([O:27][C:18]3[C:17]4[C:22](=[CH:23][C:24]([O:25][CH3:26])=[C:15]([C:13]#[N:14])[CH:16]=4)[N:21]=[CH:20][CH:19]=3)=[CH:33][N:32]=2)[CH:40]=1)[CH3:45], predict the reactants needed to synthesize it. The reactants are: Cl.CN(C)CCCN=C=NCC.[C:13]([C:15]1[CH:16]=[C:17]2[C:22](=[CH:23][C:24]=1[O:25][CH3:26])[N:21]=[CH:20][CH:19]=[C:18]2[O:27][C:28]1[CH:29]=[CH:30][C:31]([CH2:34][C:35](O)=[O:36])=[N:32][CH:33]=1)#[N:14].[NH2:38][C:39]1[NH:43][N:42]=[C:41]([CH2:44][CH3:45])[CH:40]=1.C(N(C(C)C)CC)(C)C. (2) The reactants are: [N:1]1[S:2][N:3]=[C:4]2[CH:9]=[C:8]([O:10][C:11]3[N:19]=[CH:18][CH:17]=[CH:16][C:12]=3[C:13]([OH:15])=O)[CH:7]=[CH:6][C:5]=12.[C:20]([O:24][C:25](=[O:38])[CH:26]([O:28][C:29]1[CH:34]=[CH:33][C:32]([CH2:35][NH2:36])=[C:31]([F:37])[CH:30]=1)[CH3:27])([CH3:23])([CH3:22])[CH3:21].O1C2C=CC(OC3N=CC=CC=3C(O)=O)=CC=2OC1.COC(=O)COC1C=CC(CN)=C(F)C=1. Given the product [C:20]([O:24][C:25](=[O:38])[CH:26]([O:28][C:29]1[CH:34]=[CH:33][C:32]([CH2:35][NH:36][C:13]([C:12]2[C:11]([O:10][C:8]3[CH:7]=[CH:6][C:5]4=[N:1][S:2][N:3]=[C:4]4[CH:9]=3)=[N:19][CH:18]=[CH:17][CH:16]=2)=[O:15])=[C:31]([F:37])[CH:30]=1)[CH3:27])([CH3:21])([CH3:22])[CH3:23], predict the reactants needed to synthesize it. (3) Given the product [CH:1]([C:4]1[CH:12]=[CH:11][CH:10]=[C:9]2[C:5]=1[C:6](=[N:22][NH:21][C:20]1[CH:19]=[CH:18][C:17]([S:23]([NH2:26])(=[O:24])=[O:25])=[CH:16][CH:15]=1)[C:7](=[O:13])[NH:8]2)([CH3:3])[CH3:2], predict the reactants needed to synthesize it. The reactants are: [CH:1]([C:4]1[CH:12]=[CH:11][CH:10]=[C:9]2[C:5]=1[C:6](=O)[C:7](=[O:13])[NH:8]2)([CH3:3])[CH3:2].[CH:15]1[C:20]([NH:21][NH2:22])=[CH:19][CH:18]=[C:17]([S:23]([NH2:26])(=[O:25])=[O:24])[CH:16]=1.Cl. (4) The reactants are: [CH2:1]([CH2:3][NH2:4])[OH:2].C1COCC1.C(=O)(O)[O-].[Na+].[C:15](O[C:15]([O:17][C:18]([CH3:21])([CH3:20])[CH3:19])=[O:16])([O:17][C:18]([CH3:21])([CH3:20])[CH3:19])=[O:16]. Given the product [C:18]([O:17][C:15]([NH:4][CH2:3][CH2:1][OH:2])=[O:16])([CH3:21])([CH3:20])[CH3:19], predict the reactants needed to synthesize it. (5) Given the product [Br:9][C:4]1[C:5](=[O:8])[NH:6][CH:7]=[C:2]([Cl:1])[CH:3]=1, predict the reactants needed to synthesize it. The reactants are: [Cl:1][C:2]1[CH:3]=[CH:4][C:5]([OH:8])=[N:6][CH:7]=1.[Br:9]Br.C(OCC)(=O)C.O. (6) Given the product [C:13]([CH2:2][C:3]1[CH:12]=[CH:11][C:6]([C:7]([O:9][CH3:10])=[O:8])=[CH:5][CH:4]=1)#[N:15], predict the reactants needed to synthesize it. The reactants are: O[CH2:2][C:3]1[CH:12]=[CH:11][C:6]([C:7]([O:9][CH3:10])=[O:8])=[CH:5][CH:4]=1.[CH2:13]([N:15](CC)CC)C.CS(Cl)(=O)=O. (7) Given the product [Cl:8][C:6]1[CH:5]=[C:4]([S:9][C:10]2[N:14]([C:15]3[CH:20]=[CH:19][CH:18]=[CH:17][CH:16]=3)[N:13]=[C:12]([CH3:21])[C:11]=2[CH2:22][OH:23])[CH:3]=[C:2]([Cl:1])[CH:7]=1, predict the reactants needed to synthesize it. The reactants are: [Cl:1][C:2]1[CH:3]=[C:4]([S:9][C:10]2[N:14]([C:15]3[CH:20]=[CH:19][CH:18]=[CH:17][CH:16]=3)[N:13]=[C:12]([CH3:21])[C:11]=2[CH:22]=[O:23])[CH:5]=[C:6]([Cl:8])[CH:7]=1.[BH4-].[Na+].O.